From a dataset of Catalyst prediction with 721,799 reactions and 888 catalyst types from USPTO. Predict which catalyst facilitates the given reaction. (1) Reactant: [C:1]1([N:7]([CH2:19][CH2:20][C:21]([O:23][CH3:24])=[O:22])[C:8](=[O:18])[C:9]2[CH:14]=[CH:13][C:12]([N+:15]([O-])=O)=[CH:11][CH:10]=2)[CH:6]=[CH:5][CH:4]=[CH:3][CH:2]=1.[H][H].C(Cl)Cl.C(O)C. Product: [C:1]1([N:7]([CH2:19][CH2:20][C:21]([O:23][CH3:24])=[O:22])[C:8](=[O:18])[C:9]2[CH:14]=[CH:13][C:12]([NH2:15])=[CH:11][CH:10]=2)[CH:2]=[CH:3][CH:4]=[CH:5][CH:6]=1. The catalyst class is: 19. (2) Reactant: Cl.[C:2]([NH2:5])(=[NH:4])[CH3:3].CC(C)([O-])C.[K+].[Cl:12][C:13]1[CH:18]=[CH:17][C:16]([C:19]2([C:23](=O)[CH2:24][C:25](OC)=[O:26])[CH2:22][CH2:21][CH2:20]2)=[CH:15][CH:14]=1.[OH-].[Na+]. Product: [Cl:12][C:13]1[CH:14]=[CH:15][C:16]([C:19]2([C:23]3[N:5]=[C:2]([CH3:3])[N:4]=[C:25]([OH:26])[CH:24]=3)[CH2:22][CH2:21][CH2:20]2)=[CH:17][CH:18]=1. The catalyst class is: 24.